Dataset: Forward reaction prediction with 1.9M reactions from USPTO patents (1976-2016). Task: Predict the product of the given reaction. Given the reactants [N+:1]([C:4]1[C:5]([C:9]([OH:11])=[O:10])=[N:6][NH:7][CH:8]=1)([O-:3])=[O:2].O.[C:13]1(C)C=CC(S(O)(=O)=O)=CC=1, predict the reaction product. The product is: [CH3:13][O:10][C:9]([C:5]1[C:4]([N+:1]([O-:3])=[O:2])=[CH:8][NH:7][N:6]=1)=[O:11].